This data is from Catalyst prediction with 721,799 reactions and 888 catalyst types from USPTO. The task is: Predict which catalyst facilitates the given reaction. (1) Reactant: [NH2:1][C:2]1[N:7]=[CH:6][C:5]([C:8]([O:10][CH3:11])=[O:9])=[CH:4][CH:3]=1.[Br:12][CH2:13][C:14]([C:16]1[CH:21]=[CH:20][C:19]([Cl:22])=[CH:18][CH:17]=1)=O. Product: [BrH:12].[Cl:22][C:19]1[CH:20]=[CH:21][C:16]([C:14]2[N:1]=[C:2]3[CH:3]=[CH:4][C:5]([C:8]([O:10][CH3:11])=[O:9])=[CH:6][N:7]3[CH:13]=2)=[CH:17][CH:18]=1. The catalyst class is: 8. (2) Reactant: [Br:1][C:2]1[CH:11]=[C:10]2[C:5]([CH2:6][CH2:7][C:8]([CH2:18][CH:19]3[CH2:24][CH2:23][N:22](C(OC(C)(C)C)=O)[CH2:21][CH2:20]3)(C(OCC)=O)[C:9]2=[O:12])=[CH:4][CH:3]=1.C(O)(=O)C.O.C1(C)C=CC=CC=1. Product: [Br:1][C:2]1[CH:11]=[C:10]2[C:5]([CH2:6][CH2:7][CH:8]([CH2:18][CH:19]3[CH2:24][CH2:23][NH:22][CH2:21][CH2:20]3)[C:9]2=[O:12])=[CH:4][CH:3]=1. The catalyst class is: 33. (3) Reactant: [OH:1][C:2]1[CH:7]=[CH:6][C:5]([C@@H:8]([NH2:15])[CH2:9][C:10]([O:12][CH2:13][CH3:14])=[O:11])=[CH:4][CH:3]=1.[C:16](O[C:16]([O:18][C:19]([CH3:22])([CH3:21])[CH3:20])=[O:17])([O:18][C:19]([CH3:22])([CH3:21])[CH3:20])=[O:17]. Product: [OH:1][C:2]1[CH:3]=[CH:4][C:5]([C@@H:8]([NH:15][C:16]([O:18][C:19]([CH3:22])([CH3:21])[CH3:20])=[O:17])[CH2:9][C:10]([O:12][CH2:13][CH3:14])=[O:11])=[CH:6][CH:7]=1. The catalyst class is: 1.